From a dataset of NCI-60 drug combinations with 297,098 pairs across 59 cell lines. Regression. Given two drug SMILES strings and cell line genomic features, predict the synergy score measuring deviation from expected non-interaction effect. Drug 1: C1=NC2=C(N=C(N=C2N1C3C(C(C(O3)CO)O)O)F)N. Drug 2: CC(C)NC(=O)C1=CC=C(C=C1)CNNC.Cl. Cell line: KM12. Synergy scores: CSS=0.549, Synergy_ZIP=3.00, Synergy_Bliss=1.51, Synergy_Loewe=0.116, Synergy_HSA=-2.00.